Dataset: Forward reaction prediction with 1.9M reactions from USPTO patents (1976-2016). Task: Predict the product of the given reaction. (1) Given the reactants [CH2:1]([NH2:8])[C:2]1[CH:7]=[CH:6][CH:5]=[CH:4][CH:3]=1.[C:9](O[BH-](OC(=O)C)OC(=O)C)(=O)C.[Na+].[CH3:23][O:24][C:25]1[CH:26]=[C:27]2[C:32](=[CH:33][CH:34]=1)[N:31]=[CH:30][CH:29]=[C:28]2[CH2:35][CH2:36][CH:37]1[CH2:42][CH2:41][C:40](=O)[CH2:39][CH2:38]1.[O:44]=[C:45]1[NH:50][C:49]2[CH:51]=[C:52](C=O)[CH:53]=[CH:54][C:48]=2[O:47][CH2:46]1, predict the reaction product. The product is: [CH2:1]([N:8]([CH2:9][C:53]1[CH:52]=[CH:51][C:49]2[NH:50][C:45](=[O:44])[CH2:46][O:47][C:48]=2[CH:54]=1)[CH:40]1[CH2:41][CH2:42][CH:37]([CH2:36][CH2:35][C:28]2[C:27]3[C:32](=[CH:33][CH:34]=[C:25]([O:24][CH3:23])[CH:26]=3)[N:31]=[CH:30][CH:29]=2)[CH2:38][CH2:39]1)[C:2]1[CH:7]=[CH:6][CH:5]=[CH:4][CH:3]=1. (2) Given the reactants [CH3:1][N:2]1[C:10]2[C:5](=[CH:6][CH:7]=[CH:8][CH:9]=2)[C:4]([C:11]2[C:12](=[O:32])[O:13][C:14](=O)[C:15]=2[C:16]2[CH:21]=[CH:20][CH:19]=[C:18]([O:22][CH2:23][CH2:24][N:25]3[CH2:30][CH2:29][O:28][CH2:27][CH2:26]3)[CH:17]=2)=[CH:3]1.[OH-].[NH4+:34], predict the reaction product. The product is: [NH4+:2].[OH-:13].[CH3:1][N:2]1[C:10]2[C:5](=[CH:6][CH:7]=[CH:8][CH:9]=2)[C:4]([C:11]2[C:12](=[O:32])[NH:34][C:14](=[O:13])[C:15]=2[C:16]2[CH:21]=[CH:20][CH:19]=[C:18]([O:22][CH2:23][CH2:24][N:25]3[CH2:30][CH2:29][O:28][CH2:27][CH2:26]3)[CH:17]=2)=[CH:3]1. (3) Given the reactants [Cl:1][C:2]1[CH:24]=[CH:23][C:22]([C:25]2[C:30]([F:31])=[CH:29][CH:28]=[CH:27][N:26]=2)=[CH:21][C:3]=1[C:4]([NH:6][C:7]1[N:11]([C:12]2[CH:17]=[CH:16][CH:15]=[CH:14][CH:13]=2)[N:10]=[C:9]([C:18](O)=[O:19])[CH:8]=1)=[O:5].C([N:39]1[CH2:44][CH2:43][O:42][C@H:41]([CH2:45][NH2:46])[CH2:40]1)C1C=CC=CC=1, predict the reaction product. The product is: [Cl:1][C:2]1[CH:24]=[CH:23][C:22]([C:25]2[C:30]([F:31])=[CH:29][CH:28]=[CH:27][N:26]=2)=[CH:21][C:3]=1[C:4]([NH:6][C:7]1[N:11]([C:12]2[CH:17]=[CH:16][CH:15]=[CH:14][CH:13]=2)[N:10]=[C:9]([C:18]([NH:46][CH2:45][C@H:41]2[O:42][CH2:43][CH2:44][NH:39][CH2:40]2)=[O:19])[CH:8]=1)=[O:5]. (4) Given the reactants [C:1]1([S:11]([C:14]2[C:19]3[N:20]=[C:21]([N:23]4[CH2:28][CH2:27][NH:26][CH2:25][CH2:24]4)[O:22][C:18]=3[CH:17]=[CH:16][CH:15]=2)(=[O:13])=[O:12])[C:10]2[C:5](=[CH:6][CH:7]=[CH:8][CH:9]=2)[CH:4]=[CH:3][CH:2]=1.[CH:29](=O)[CH3:30].[BH-](OC(C)=O)(OC(C)=O)OC(C)=O.[Na+].C(O)(=O)C.[Cl:50]CCCl, predict the reaction product. The product is: [ClH:50].[ClH:50].[CH2:29]([N:26]1[CH2:27][CH2:28][N:23]([C:21]2[O:22][C:18]3[CH:17]=[CH:16][CH:15]=[C:14]([S:11]([C:1]4[C:10]5[C:5](=[CH:6][CH:7]=[CH:8][CH:9]=5)[CH:4]=[CH:3][CH:2]=4)(=[O:13])=[O:12])[C:19]=3[N:20]=2)[CH2:24][CH2:25]1)[CH3:30]. (5) Given the reactants [CH3:1][NH:2][NH:3][C:4]([C:6]1[CH:11]=[CH:10][CH:9]=[CH:8][N:7]=1)=[NH:5].[CH3:12][O:13][C:14]1[CH:21]=[CH:20][C:17]([CH:18]=O)=[C:16]([OH:22])[CH:15]=1, predict the reaction product. The product is: [CH3:12][O:13][C:14]1[CH:21]=[CH:20][C:17]([C:18]2[N:2]([CH3:1])[N:3]=[C:4]([C:6]3[CH:11]=[CH:10][CH:9]=[CH:8][N:7]=3)[N:5]=2)=[C:16]([OH:22])[CH:15]=1. (6) Given the reactants C(O)(=O)C=C.C(OCCO)(=O)C=C.[C:14]([O:18][CH2:19][C:20]1[CH:25]=[CH:24][CH:23]=[CH:22][CH:21]=1)(=[O:17])[CH:15]=[CH2:16], predict the reaction product. The product is: [C:14]([O:18][CH2:19][C:20]1[CH:25]=[CH:24][CH:23]=[CH:22][CH:21]=1)(=[O:17])[CH:15]=[CH2:16].[C:14]([O:18][CH2:19][CH2:20][CH2:21][CH3:22])(=[O:17])[CH:15]=[CH2:16]. (7) Given the reactants [N:1]1[CH:6]=[CH:5][CH:4]=[C:3]([NH:7][C:8](=[O:15])OCC(Cl)(Cl)Cl)[CH:2]=1.[F:16][C:17]1[C:22]([F:23])=[CH:21][CH:20]=[CH:19][C:18]=1[C:24]1[N:29]=[C:28]([N:30]2[CH2:35][CH2:34][NH:33][CH2:32][CH2:31]2)[CH:27]=[CH:26][N:25]=1.C(N(C(C)C)CC)(C)C.O, predict the reaction product. The product is: [F:16][C:17]1[C:22]([F:23])=[CH:21][CH:20]=[CH:19][C:18]=1[C:24]1[N:29]=[C:28]([N:30]2[CH2:35][CH2:34][N:33]([C:8]([NH:7][C:3]3[CH:2]=[N:1][CH:6]=[CH:5][CH:4]=3)=[O:15])[CH2:32][CH2:31]2)[CH:27]=[CH:26][N:25]=1.